This data is from Forward reaction prediction with 1.9M reactions from USPTO patents (1976-2016). The task is: Predict the product of the given reaction. Given the reactants CC([O-])(C)C.[K+].[Br:7][C:8]1[CH:9]=[CH:10][C:11]([F:26])=[C:12]([C:14]([NH:21][C:22](=[O:25])[CH2:23]Cl)([C:16]([F:20])([F:19])[CH2:17][OH:18])[CH3:15])[CH:13]=1, predict the reaction product. The product is: [Br:7][C:8]1[CH:9]=[CH:10][C:11]([F:26])=[C:12]([C:14]2([CH3:15])[C:16]([F:20])([F:19])[CH2:17][O:18][CH2:23][C:22](=[O:25])[NH:21]2)[CH:13]=1.